This data is from Catalyst prediction with 721,799 reactions and 888 catalyst types from USPTO. The task is: Predict which catalyst facilitates the given reaction. (1) Reactant: F[C:2](F)(F)[C:3](O)=O.[CH:8]1[C:16]2[C:15]3[CH:17]=[CH:18][CH:19]=[CH:20][C:14]=3[O:13][C:12]=2[C:11]([C:21]2[N:26]=[C:25](NC3C=CC=C(N)C=3)[N:24]=[CH:23][CH:22]=2)=[CH:10][CH:9]=1.Cl.[CH3:36][N:37]([CH3:47])[C:38]1[CH:39]=[C:40]([CH:44]=[CH:45][CH:46]=1)[C:41](Cl)=[O:42]. Product: [CH:8]1[C:16]2[C:15]3[CH:17]=[CH:18][CH:19]=[CH:20][C:14]=3[O:13][C:12]=2[C:11]([C:21]2[N:26]=[CH:25][N:24]=[C:23]([NH:24][C:23]3[CH:22]=[C:21]([NH:26][C:41](=[O:42])[C:40]4[CH:44]=[CH:45][CH:46]=[C:38]([N:37]([CH3:47])[CH3:36])[CH:39]=4)[CH:11]=[CH:2][CH:3]=3)[CH:22]=2)=[CH:10][CH:9]=1. The catalyst class is: 17. (2) Reactant: [N+:1]([C:4]1[CH:5]=[N:6][C:7]2[C:12]([C:13]=1O)=[CH:11][CH:10]=[CH:9][CH:8]=2)([O-:3])=[O:2].S(Cl)([Cl:17])=O.CN(C)C=O. Product: [Cl:17][C:13]1[C:12]2[C:7](=[CH:8][CH:9]=[CH:10][CH:11]=2)[N:6]=[CH:5][C:4]=1[N+:1]([O-:3])=[O:2]. The catalyst class is: 4.